This data is from Forward reaction prediction with 1.9M reactions from USPTO patents (1976-2016). The task is: Predict the product of the given reaction. (1) Given the reactants Cl[C:2]1[C:11]2[C:6](=[CH:7][CH:8]=[CH:9][C:10]=2[Cl:12])[CH:5]=[C:4]([C@@H:13]([NH:15][C:16]2[N:24]=[CH:23][N:22]=[C:21]3[C:17]=2[N:18]=[CH:19][N:20]3[CH2:25][C:26]2[CH:31]=[CH:30][C:29]([O:32][CH3:33])=[CH:28][CH:27]=2)[CH3:14])[N:3]=1.[CH:34]1C=CC(P(C2C=CC=CC=2)C2C=CC=CC=2)=C[CH:35]=1.C([Sn](CCCC)(CCCC)C=C)CCC, predict the reaction product. The product is: [Cl:12][C:10]1[CH:9]=[CH:8][CH:7]=[C:6]2[C:11]=1[C:2]([CH:34]=[CH2:35])=[N:3][C:4]([C@@H:13]([NH:15][C:16]1[N:24]=[CH:23][N:22]=[C:21]3[C:17]=1[N:18]=[CH:19][N:20]3[CH2:25][C:26]1[CH:27]=[CH:28][C:29]([O:32][CH3:33])=[CH:30][CH:31]=1)[CH3:14])=[CH:5]2. (2) Given the reactants [F:1][C:2]1[CH:3]=[C:4]([CH:8]=[CH:9][CH:10]=1)[C:5](O)=[O:6].CCN=C=NCCCN(C)C.Cl.[CH3:23][NH:24][O:25][CH3:26].Cl, predict the reaction product. The product is: [F:1][C:2]1[CH:3]=[C:4]([CH:8]=[CH:9][CH:10]=1)[C:5]([N:24]([O:25][CH3:26])[CH3:23])=[O:6].